From a dataset of Full USPTO retrosynthesis dataset with 1.9M reactions from patents (1976-2016). Predict the reactants needed to synthesize the given product. The reactants are: ClC1C=CC=CC=1.CO[CH:10](OC)[CH2:11][S:12][C:13]1[CH:18]=[CH:17][CH:16]=[CH:15][C:14]=1[F:19]. Given the product [F:19][C:14]1[C:13]2[S:12][CH:11]=[CH:10][C:18]=2[CH:17]=[CH:16][CH:15]=1, predict the reactants needed to synthesize it.